This data is from Reaction yield outcomes from USPTO patents with 853,638 reactions. The task is: Predict the reaction yield, written as a fraction of the theoretical maximum amount of product (1.0 means a 100% yield; for example, 0.34 means a 34% yield). (1) The reactants are C([O-])(=O)C.[Na+].[OH:6][C:7]1[C:12]([C:13]#[N:14])=[C:11]([C:15]([F:18])([F:17])[F:16])[CH:10]=[C:9]([CH3:19])[N:8]=1. The catalyst is [Pd].[Pt](=O)=O.C(O)(=O)C. The product is [NH2:14][CH2:13][C:12]1[C:7](=[O:6])[NH:8][C:9]([CH3:19])=[CH:10][C:11]=1[C:15]([F:16])([F:17])[F:18]. The yield is 0.400. (2) The reactants are C([BH3-])#N.[Na+].[NH2:5][C:6]1[CH:11]=[C:10]([CH3:12])[C:9]([F:13])=[CH:8][C:7]=1[OH:14].O=[C:16]1[CH2:21][CH2:20][N:19]([C:22]([O:24][C:25]([CH3:28])([CH3:27])[CH3:26])=[O:23])[CH2:18][CH2:17]1.C(O)(=O)C. The catalyst is ClCCl. The product is [F:13][C:9]1[C:10]([CH3:12])=[CH:11][C:6]([NH:5][CH:16]2[CH2:21][CH2:20][N:19]([C:22]([O:24][C:25]([CH3:28])([CH3:27])[CH3:26])=[O:23])[CH2:18][CH2:17]2)=[C:7]([OH:14])[CH:8]=1. The yield is 0.780.